Dataset: Forward reaction prediction with 1.9M reactions from USPTO patents (1976-2016). Task: Predict the product of the given reaction. (1) Given the reactants [NH2:1][C:2]1[CH:3]=[C:4]([CH2:8][O:9][C:10]2[C:15]([NH:16][S:17]([C:20]3[CH:25]=[CH:24][C:23]([CH3:26])=[CH:22][CH:21]=3)(=[O:19])=[O:18])=[N:14][CH:13]=[CH:12][N:11]=2)[CH:5]=[CH:6][CH:7]=1.[C:27](OCC)(=[O:29])[CH3:28], predict the reaction product. The product is: [C:27]([NH:1][C:2]1[CH:3]=[C:4]([CH2:8][O:9][C:10]2[C:15]([NH:16][S:17]([C:20]3[CH:25]=[CH:24][C:23]([CH3:26])=[CH:22][CH:21]=3)(=[O:19])=[O:18])=[N:14][CH:13]=[CH:12][N:11]=2)[CH:5]=[CH:6][CH:7]=1)(=[O:29])[CH3:28]. (2) Given the reactants [Br:1][C:2]1[CH:7]=[C:6]([NH2:8])[CH:5]=[CH:4][N:3]=1.C([O-])(=O)C.[Na+].[I:14]Cl.O, predict the reaction product. The product is: [Br:1][C:2]1[CH:7]=[C:6]([NH2:8])[C:5]([I:14])=[CH:4][N:3]=1.